Dataset: Aqueous solubility values for 9,982 compounds from the AqSolDB database. Task: Regression/Classification. Given a drug SMILES string, predict its absorption, distribution, metabolism, or excretion properties. Task type varies by dataset: regression for continuous measurements (e.g., permeability, clearance, half-life) or binary classification for categorical outcomes (e.g., BBB penetration, CYP inhibition). For this dataset (solubility_aqsoldb), we predict Y. The drug is CCCC(=O)OCSc1ncnc2[nH]cnc12. The Y is -2.69 log mol/L.